Dataset: Forward reaction prediction with 1.9M reactions from USPTO patents (1976-2016). Task: Predict the product of the given reaction. (1) Given the reactants [NH:1]1[C:9]2[C:4](=[CH:5][CH:6]=[CH:7][CH:8]=2)[C:3]([CH:10]=[O:11])=[CH:2]1.[H-].[Na+].[CH2:14](Br)[C:15]1[CH:20]=[CH:19][CH:18]=[CH:17][CH:16]=1, predict the reaction product. The product is: [CH2:14]([N:1]1[C:9]2[C:4](=[CH:5][CH:6]=[CH:7][CH:8]=2)[C:3]([CH:10]=[O:11])=[CH:2]1)[C:15]1[CH:20]=[CH:19][CH:18]=[CH:17][CH:16]=1. (2) The product is: [CH3:19][N:20]([CH3:22])/[CH:21]=[C:8](/[C:7]([C:6]1[S:5][C:4]([S:15][CH3:16])=[N:3][C:2]=1/[N:1]=[CH:19]/[N:20]([CH3:22])[CH3:21])=[O:14])\[C:9]([O:11][CH2:12][CH3:13])=[O:10]. Given the reactants [NH2:1][C:2]1[N:3]=[C:4]([S:15][CH3:16])[S:5][C:6]=1[C:7](=[O:14])[CH2:8][C:9]([O:11][CH2:12][CH3:13])=[O:10].CO[CH:19](OC)[N:20]([CH3:22])[CH3:21], predict the reaction product.